This data is from Reaction yield outcomes from USPTO patents with 853,638 reactions. The task is: Predict the reaction yield, written as a fraction of the theoretical maximum amount of product (1.0 means a 100% yield; for example, 0.34 means a 34% yield). (1) The reactants are [CH2:1]([C:5]1[CH:10]=[C:9]([CH3:11])[N:8]=[C:7]([O:12][CH3:13])[C:6]=1[CH2:14][NH:15][C:16](=[O:24])[C:17]1[CH:22]=[CH:21][N:20]=[C:19]([Cl:23])[CH:18]=1)[CH2:2][CH:3]=[CH2:4].[CH2:25]1[CH2:29]OC[CH2:26]1.[Li]CCCC.C(Br)C=C. The catalyst is [Cu]Br.CCOC(C)=O. The product is [CH2:29]([C:18]1[C:19]([Cl:23])=[N:20][CH:21]=[CH:22][C:17]=1[C:16]([NH:15][CH2:14][C:6]1[C:7]([O:12][CH3:13])=[N:8][C:9]([CH3:11])=[CH:10][C:5]=1[CH2:1][CH2:2][CH:3]=[CH2:4])=[O:24])[CH:25]=[CH2:26]. The yield is 0.504. (2) The reactants are [O:1]1[CH:5]=[CH:4][CH:3]=[C:2]1[C:6]1[N:7]=[C:8]([NH:17][C:18]([CH:20]2[CH2:25][CH2:24][NH:23][CH2:22][CH2:21]2)=[O:19])[S:9][C:10]=1[N:11]1[CH2:16][CH2:15][O:14][CH2:13][CH2:12]1.[C:26](OC(=O)C)(=[O:28])[CH3:27]. The catalyst is N1C=CC=CC=1. The product is [C:26]([N:23]1[CH2:24][CH2:25][CH:20]([C:18]([NH:17][C:8]2[S:9][C:10]([N:11]3[CH2:16][CH2:15][O:14][CH2:13][CH2:12]3)=[C:6]([C:2]3[O:1][CH:5]=[CH:4][CH:3]=3)[N:7]=2)=[O:19])[CH2:21][CH2:22]1)(=[O:28])[CH3:27]. The yield is 0.250. (3) The reactants are [NH:1]1[CH2:5][CH2:4][CH2:3][CH:2]1[C:6]([O:8][CH2:9][CH2:10][CH2:11][C:12]1[CH:13]=[N:14][CH:15]=[CH:16][CH:17]=1)=[O:7].[C:18]1([CH2:24][S:25](Cl)(=[O:27])=[O:26])[CH:23]=[CH:22][CH:21]=[CH:20][CH:19]=1.C(N(CC)CC)C. The catalyst is C(Cl)Cl. The product is [C:18]1([CH2:24][S:25]([N:1]2[CH2:5][CH2:4][CH2:3][C@H:2]2[C:6]([O:8][CH2:9][CH2:10][CH2:11][C:12]2[CH:13]=[N:14][CH:15]=[CH:16][CH:17]=2)=[O:7])(=[O:27])=[O:26])[CH:23]=[CH:22][CH:21]=[CH:20][CH:19]=1. The yield is 0.430. (4) The reactants are [OH:1][C:2]1[CH:7]=[CH:6][C:5](C2C(OC)=CC=CC=2C(N)=O)=[CH:4][C:3]=1[C:19]1[N:23]([CH3:24])[N:22]=[CH:21][CH:20]=1.[C:38]1(P([C:38]2[CH:43]=[CH:42][CH:41]=[CH:40][CH:39]=2)[C:38]2[CH:43]=[CH:42][CH:41]=[CH:40][CH:39]=2)[CH:43]=[CH:42][CH:41]=[CH:40][CH:39]=1.N(C(OC(C)C)=O)=[N:45][C:46](OC(C)C)=[O:47].[O:58]1[CH2:63][CH2:62][N:61]([CH2:64][CH2:65]O)[CH2:60][CH2:59]1.[ClH:67].[O:68]1CCC[CH2:69]1. No catalyst specified. The product is [Cl-:67].[CH3:69][O:68][C:42]1[CH:43]=[C:38]([CH:39]=[CH:40][CH:41]=1)[C:46]([NH:45][C:5]1[CH:6]=[CH:7][C:2]([O:1][CH2:65][CH2:64][NH+:61]2[CH2:60][CH2:59][O:58][CH2:63][CH2:62]2)=[C:3]([C:19]2[N:23]([CH3:24])[N:22]=[CH:21][CH:20]=2)[CH:4]=1)=[O:47]. The yield is 0.905. (5) The reactants are [CH:1]([C:3]1[CH:18]=[CH:17][C:6]([O:7][C:8]2[CH:16]=[CH:15][C:11]([C:12]([NH2:14])=[O:13])=[CH:10][N:9]=2)=[CH:5][CH:4]=1)=O.[CH:19]1([N:24]2[CH2:29][CH2:28][NH:27][CH2:26][CH2:25]2)[CH2:23][CH2:22][CH2:21][CH2:20]1.[BH4-].[Na+]. The catalyst is CO. The product is [CH:19]1([N:24]2[CH2:25][CH2:26][N:27]([CH2:1][C:3]3[CH:18]=[CH:17][C:6]([O:7][C:8]4[CH:16]=[CH:15][C:11]([C:12]([NH2:14])=[O:13])=[CH:10][N:9]=4)=[CH:5][CH:4]=3)[CH2:28][CH2:29]2)[CH2:20][CH2:21][CH2:22][CH2:23]1. The yield is 0.360. (6) The reactants are [H-].[Al+3].[Li+].[H-].[H-].[H-].[C:7]([N:15]1[CH2:28][CH2:27][C:26]2[C:25]3[CH:24]=[C:23]([C:29]4[CH:34]=[CH:33][CH:32]=[CH:31][CH:30]=4)[CH:22]=[CH:21][C:20]=3[NH:19][C:18]=2[CH2:17][CH2:16]1)(=O)[C:8]1[CH:13]=[CH:12][CH:11]=[CH:10][CH:9]=1.CCOC(C)=O.CCCCCCC. The catalyst is O1CCCC1. The product is [CH2:7]([N:15]1[CH2:28][CH2:27][C:26]2[C:25]3[CH:24]=[C:23]([C:29]4[CH:34]=[CH:33][CH:32]=[CH:31][CH:30]=4)[CH:22]=[CH:21][C:20]=3[NH:19][C:18]=2[CH2:17][CH2:16]1)[C:8]1[CH:9]=[CH:10][CH:11]=[CH:12][CH:13]=1. The yield is 0.710.